From a dataset of Catalyst prediction with 721,799 reactions and 888 catalyst types from USPTO. Predict which catalyst facilitates the given reaction. (1) Product: [N:1]1[O:2][N:3]=[C:4]2[CH:9]=[C:8]([CH2:10][N:11]3[C:15]4[C:16](=[O:38])[N:17]([CH3:37])[C:18]([CH:27]([O:32][C:33]([CH3:34])([CH3:36])[CH3:35])[C:28]([OH:30])=[O:29])=[C:19]([C:20]5[CH:21]=[CH:22][C:23]([CH3:26])=[CH:24][CH:25]=5)[C:14]=4[CH:13]=[CH:12]3)[CH:7]=[CH:6][C:5]=12. Reactant: [N:1]1[O:2][N:3]=[C:4]2[CH:9]=[C:8]([CH2:10][N:11]3[C:15]4[C:16](=[O:38])[N:17]([CH3:37])[C:18]([CH:27]([O:32][C:33]([CH3:36])([CH3:35])[CH3:34])[C:28]([O:30]C)=[O:29])=[C:19]([C:20]5[CH:25]=[CH:24][C:23]([CH3:26])=[CH:22][CH:21]=5)[C:14]=4[CH:13]=[CH:12]3)[CH:7]=[CH:6][C:5]=12.[Li+].[OH-].Cl. The catalyst class is: 83. (2) Reactant: [Cl:1][C:2]1[CH:7]=[CH:6][N:5]=[C:4]2[C:8]([C:18](=[O:27])[NH:19][C@H:20]3[CH2:25][CH2:24][CH2:23][CH2:22][C@@H:21]3[OH:26])=[CH:9][N:10](C(OC(C)(C)C)=O)[C:3]=12.C(O)(C(F)(F)F)=O. Product: [Cl:1][C:2]1[CH:7]=[CH:6][N:5]=[C:4]2[C:8]([C:18]([NH:19][C@H:20]3[CH2:25][CH2:24][CH2:23][CH2:22][C@@H:21]3[OH:26])=[O:27])=[CH:9][NH:10][C:3]=12. The catalyst class is: 2. (3) Reactant: O[N:2]=[C:3]([C:11](=O)[CH3:12])[C:4]([O:6][C:7]([CH3:10])([CH3:9])[CH3:8])=[O:5].[Cl:14][C:15]1[CH:22]=[CH:21][CH:20]=[CH:19][C:16]=1[CH2:17][NH2:18]. Product: [Cl:14][C:15]1[CH:22]=[CH:21][CH:20]=[CH:19][C:16]=1[C:17]1[NH:18][C:11]([CH3:12])=[C:3]([C:4]([O:6][C:7]([CH3:10])([CH3:9])[CH3:8])=[O:5])[N:2]=1. The catalyst class is: 10. (4) Reactant: [Li]CCCC.Br[C:7]1[CH:12]=[CH:11][C:10]([N:13]2[CH2:18][CH2:17][N:16]([C:19]([O:21][C:22]([CH3:25])([CH3:24])[CH3:23])=[O:20])[CH2:15][CH2:14]2)=[C:9]([C:26]([CH3:29])([CH3:28])[CH3:27])[CH:8]=1.[CH3:30][C:31]([CH3:33])=[O:32].[Cl-].[NH4+]. Product: [C:26]([C:9]1[CH:8]=[C:7]([C:31]([OH:32])([CH3:33])[CH3:30])[CH:12]=[CH:11][C:10]=1[N:13]1[CH2:18][CH2:17][N:16]([C:19]([O:21][C:22]([CH3:25])([CH3:24])[CH3:23])=[O:20])[CH2:15][CH2:14]1)([CH3:29])([CH3:28])[CH3:27]. The catalyst class is: 1. (5) Reactant: [Br:1][C:2]1[C:3](=[O:21])[N:4]([CH2:17][CH:18]2[CH2:20]C2)[CH:5]=[CH:6][C:7]=1[O:8][CH2:9][C:10]1[CH:15]=[CH:14][C:13]([F:16])=[CH:12][CH:11]=1.Br[C:23]1C(=O)NC=CC=1OCC1C=CC(F)=CC=1.C([O-])([O-])=O.[K+].[K+].C1(CBr)CC1. The catalyst class is: 3. Product: [Br:1][C:2]1[C:3](=[O:21])[N:4]([CH:17]2[CH2:18][CH2:20]2)[CH:5]=[C:6]([CH3:23])[C:7]=1[O:8][CH2:9][C:10]1[CH:11]=[CH:12][C:13]([F:16])=[CH:14][CH:15]=1. (6) The catalyst class is: 1. Reactant: [NH2:1][C:2]1[C:6]2[CH:7]=[CH:8][CH:9]=[CH:10][C:5]=2[O:4][C:3]=1[C:11]([NH2:13])=[O:12].N1C=CC=CC=1.[CH:20]([O:23][C:24]1[CH:32]=[CH:31][C:27]([C:28](Cl)=[O:29])=[CH:26][CH:25]=1)([CH3:22])[CH3:21]. Product: [CH:20]([O:23][C:24]1[CH:32]=[CH:31][C:27]([C:28]([NH:1][C:2]2[C:6]3[CH:7]=[CH:8][CH:9]=[CH:10][C:5]=3[O:4][C:3]=2[C:11]([NH2:13])=[O:12])=[O:29])=[CH:26][CH:25]=1)([CH3:22])[CH3:21].